This data is from Catalyst prediction with 721,799 reactions and 888 catalyst types from USPTO. The task is: Predict which catalyst facilitates the given reaction. (1) Reactant: CCN(CC)CC.Cl.[N:9]1[C:10]([C:18]([O:20][CH2:21][CH3:22])=[O:19])=[CH:11][N:12]2[CH2:17][CH2:16][NH:15][CH2:14][C:13]=12.[CH3:23][C:24]([O:27][C:28](O[C:28]([O:27][C:24]([CH3:26])([CH3:25])[CH3:23])=[O:29])=[O:29])([CH3:26])[CH3:25]. Product: [N:9]1[C:10]([C:18]([O:20][CH2:21][CH3:22])=[O:19])=[CH:11][N:12]2[CH2:17][CH2:16][N:15]([C:28]([O:27][C:24]([CH3:26])([CH3:25])[CH3:23])=[O:29])[CH2:14][C:13]=12. The catalyst class is: 2. (2) Reactant: [CH2:1]([O:3][C:4]([C:6]1[C:11](=[O:12])[N:10]([CH2:13][C:14]2[CH:19]=[CH:18][CH:17]=[C:16]([F:20])[CH:15]=2)[C:9]2[CH:21]=[CH:22][S:23][C:8]=2[C:7]=1O)=[O:5])[CH3:2].C(Cl)(=O)C([Cl:28])=O.[Na+].[Cl-]. The catalyst class is: 3. Product: [CH2:1]([O:3][C:4]([C:6]1[C:11](=[O:12])[N:10]([CH2:13][C:14]2[CH:19]=[CH:18][CH:17]=[C:16]([F:20])[CH:15]=2)[C:9]2[CH:21]=[CH:22][S:23][C:8]=2[C:7]=1[Cl:28])=[O:5])[CH3:2]. (3) Reactant: [C:1]([C:5]1[N:6]=[C:7]([N:22]2[CH2:26][CH2:25][C@H:24]([OH:27])[CH2:23]2)[C:8]2[N:13]=[N:12][N:11]([CH2:14][C:15]3[C:16](Cl)=[N:17][CH:18]=[CH:19][CH:20]=3)[C:9]=2[N:10]=1)([CH3:4])([CH3:3])[CH3:2].[N+:28]([C:31]1[C:36]2=[N:37][O:38][N:39]=[C:35]2[C:34]([NH2:40])=[CH:33][CH:32]=1)([O-:30])=[O:29].CC1(C)C2C(=C(P(C3C=CC=CC=3)C3C=CC=CC=3)C=CC=2)OC2C(P(C3C=CC=CC=3)C3C=CC=CC=3)=CC=CC1=2.C([O-])([O-])=O.[Cs+].[Cs+]. Product: [C:1]([C:5]1[N:6]=[C:7]([N:22]2[CH2:26][CH2:25][C@H:24]([OH:27])[CH2:23]2)[C:8]2[N:13]=[N:12][N:11]([CH2:14][C:15]3[C:16]([NH:40][C:34]4[C:35]5=[N:39][O:38][N:37]=[C:36]5[C:31]([N+:28]([O-:30])=[O:29])=[CH:32][CH:33]=4)=[N:17][CH:18]=[CH:19][CH:20]=3)[C:9]=2[N:10]=1)([CH3:4])([CH3:3])[CH3:2]. The catalyst class is: 62. (4) Reactant: [Br:1][C:2]1[CH:6]=[CH:5][N:4]([C:7]2[CH:12]=[CH:11][CH:10]=[C:9]([Cl:13])[CH:8]=2)[CH:3]=1.[Li]N1C(C)(C)CCCC1(C)C.CN(C)[CH:27]=[O:28]. Product: [Br:1][C:2]1[CH:6]=[CH:5][N:4]([C:7]2[CH:12]=[CH:11][CH:10]=[C:9]([Cl:13])[CH:8]=2)[C:3]=1[CH:27]=[O:28]. The catalyst class is: 1.